This data is from Merck oncology drug combination screen with 23,052 pairs across 39 cell lines. The task is: Regression. Given two drug SMILES strings and cell line genomic features, predict the synergy score measuring deviation from expected non-interaction effect. (1) Drug 1: O=S1(=O)NC2(CN1CC(F)(F)F)C1CCC2Cc2cc(C=CCN3CCC(C(F)(F)F)CC3)ccc2C1. Drug 2: COC12C(COC(N)=O)C3=C(C(=O)C(C)=C(N)C3=O)N1CC1NC12. Cell line: OCUBM. Synergy scores: synergy=-7.17. (2) Drug 1: CNC(=O)c1cc(Oc2ccc(NC(=O)Nc3ccc(Cl)c(C(F)(F)F)c3)cc2)ccn1. Drug 2: CCc1cnn2c(NCc3ccc[n+]([O-])c3)cc(N3CCCCC3CCO)nc12. Cell line: NCIH2122. Synergy scores: synergy=-8.14.